This data is from Full USPTO retrosynthesis dataset with 1.9M reactions from patents (1976-2016). The task is: Predict the reactants needed to synthesize the given product. Given the product [CH2:29]([NH:36][C:23]1[N:19]([CH2:18][C:14]2[CH:15]=[CH:16][CH:17]=[C:12]([CH2:11][N:4]3[C:5]([NH:4][CH2:11][C:12]4[CH:17]=[CH:16][CH:15]=[CH:14][CH:13]=4)=[C:6]([N+:7]([O-:9])=[O:8])[C:2]([Br:1])=[N:3]3)[CH:13]=2)[N:20]=[C:21]([Br:28])[C:22]=1[N+:25]([O-:27])=[O:26])[C:30]1[CH:35]=[CH:34][CH:33]=[CH:32][CH:31]=1, predict the reactants needed to synthesize it. The reactants are: [Br:1][C:2]1[C:6]([N+:7]([O-:9])=[O:8])=[C:5](Br)[N:4]([CH2:11][C:12]2[CH:17]=[CH:16][CH:15]=[C:14]([CH2:18][N:19]3[C:23](Br)=[C:22]([N+:25]([O-:27])=[O:26])[C:21]([Br:28])=[N:20]3)[CH:13]=2)[N:3]=1.[CH2:29]([NH2:36])[C:30]1[CH:35]=[CH:34][CH:33]=[CH:32][CH:31]=1.O.